From a dataset of Reaction yield outcomes from USPTO patents with 853,638 reactions. Predict the reaction yield, written as a fraction of the theoretical maximum amount of product (1.0 means a 100% yield; for example, 0.34 means a 34% yield). (1) The reactants are [Cl:1][C:2]1[C:3]([F:28])=[C:4]([CH:8]2[C:12]([C:15]3[CH:20]=[CH:19][C:18]([Cl:21])=[CH:17][C:16]=3[F:22])([C:13]#[N:14])[CH:11]([CH2:23][C:24]([CH3:27])([CH3:26])[CH3:25])[CH2:10][NH:9]2)[CH:5]=[CH:6][CH:7]=1.[CH3:29][O:30][C:31](=[O:41])[C:32]1[CH:37]=[CH:36][C:35]([C:38](Cl)=[O:39])=[CH:34][CH:33]=1.CCN(C(C)C)C(C)C. The catalyst is C(Cl)Cl. The product is [CH3:29][O:30][C:31](=[O:41])[C:32]1[CH:37]=[CH:36][C:35]([C:38]([N:9]2[CH2:10][C@@H:11]([CH2:23][C:24]([CH3:25])([CH3:27])[CH3:26])[C@@:12]([C:15]3[CH:20]=[CH:19][C:18]([Cl:21])=[CH:17][C:16]=3[F:22])([C:13]#[N:14])[C@H:8]2[C:4]2[CH:5]=[CH:6][CH:7]=[C:2]([Cl:1])[C:3]=2[F:28])=[O:39])=[CH:34][CH:33]=1. The yield is 0.980. (2) The reactants are [CH3:1][O:2][C:3](=[O:14])[CH2:4][C:5]1[CH:13]=[CH:12][C:8]([C:9]([OH:11])=O)=[CH:7][CH:6]=1.C(Cl)(=O)C(Cl)=O.[C:21]1([O:27][CH3:28])[CH:26]=[CH:25][CH:24]=[CH:23][CH:22]=1.[Al+3].[Cl-].[Cl-].[Cl-].Cl. The catalyst is C(Cl)Cl.CN(C=O)C. The product is [CH3:28][O:27][C:21]1[CH:26]=[CH:25][C:24]([C:9]([C:8]2[CH:7]=[CH:6][C:5]([CH2:4][C:3]([O:2][CH3:1])=[O:14])=[CH:13][CH:12]=2)=[O:11])=[CH:23][CH:22]=1. The yield is 0.680. (3) The reactants are [CH3:1][N:2]1[C:6]([OH:7])=[C:5]([CH3:8])[C:4]([C:9]([F:12])([F:11])[F:10])=[N:3]1.C(=O)([O-])[O-].[K+].[K+].FC(F)(F)S(O[CH2:25][C:26]([F:29])([F:28])[F:27])(=O)=O.O. The catalyst is CN(C)C=O. The product is [CH3:1][N:2]1[C:6]([O:7][CH2:25][C:26]([F:29])([F:28])[F:27])=[C:5]([CH3:8])[C:4]([C:9]([F:11])([F:10])[F:12])=[N:3]1. The yield is 0.953. (4) The reactants are [F:1][C:2]1[CH:3]=[CH:4][C:5]([C:8]([C:10]2[C:19]([NH2:20])=[C:18]3[C:13]([CH:14]=[CH:15][CH:16]=[N:17]3)=[CH:12][CH:11]=2)=O)=[N:6][CH:7]=1.[CH3:21][NH:22][S:23](Cl)(=[O:25])=[O:24].[BH4-].[Na+]. The catalyst is N1C=CC=CC=1. The product is [F:1][C:2]1[CH:3]=[CH:4][C:5]([CH:8]2[C:10]3[CH:11]=[CH:12][C:13]4[C:18](=[N:17][CH:16]=[CH:15][CH:14]=4)[C:19]=3[NH:20][S:23](=[O:25])(=[O:24])[N:22]2[CH3:21])=[N:6][CH:7]=1. The yield is 0.0220. (5) The reactants are [CH2:1]([OH:5])[CH2:2][C:3]#[CH:4].I[C:7]1[CH:12]=[CH:11][C:10]([CH2:13][C:14]([O:16][CH3:17])=[O:15])=[CH:9][CH:8]=1.C(NCC)C. The catalyst is C1COCC1.CCOC(C)=O.[Cu]I.C1C=CC([P]([Pd]([P](C2C=CC=CC=2)(C2C=CC=CC=2)C2C=CC=CC=2)([P](C2C=CC=CC=2)(C2C=CC=CC=2)C2C=CC=CC=2)[P](C2C=CC=CC=2)(C2C=CC=CC=2)C2C=CC=CC=2)(C2C=CC=CC=2)C2C=CC=CC=2)=CC=1. The product is [OH:5][CH2:1][CH2:2][C:3]#[C:4][C:7]1[CH:12]=[CH:11][C:10]([CH2:13][C:14]([O:16][CH3:17])=[O:15])=[CH:9][CH:8]=1. The yield is 0.820.